The task is: Predict the reactants needed to synthesize the given product.. This data is from Full USPTO retrosynthesis dataset with 1.9M reactions from patents (1976-2016). (1) The reactants are: [O:1]=[C:2]1[CH:7]=[C:6]([C:8]2[CH:13]=[CH:12][C:11]([C:14]([F:17])([F:16])[F:15])=[CH:10][CH:9]=2)[CH:5]=[CH:4][N:3]1[C:18]1[CH:23]=[CH:22][C:21]2[C:24]3[CH2:25][N:26](C(OC(C)(C)C)=O)[CH2:27][CH2:28][CH2:29][C:30]=3[O:31][C:20]=2[CH:19]=1.Cl.C([O-])(O)=O.[Na+]. Given the product [CH2:25]1[C:24]2[C:21]3[CH:22]=[CH:23][C:18]([N:3]4[CH:4]=[CH:5][C:6]([C:8]5[CH:13]=[CH:12][C:11]([C:14]([F:17])([F:15])[F:16])=[CH:10][CH:9]=5)=[CH:7][C:2]4=[O:1])=[CH:19][C:20]=3[O:31][C:30]=2[CH2:29][CH2:28][CH2:27][NH:26]1, predict the reactants needed to synthesize it. (2) Given the product [F:1][CH:2]1[CH2:3][CH:4]([C:6]2[O:8][N:22]=[C:23]([C:25]3[CH:26]=[CH:27][C:28]([CH3:43])=[C:29]([NH:31][C:32]([C:34]4[N:38]5[CH:39]=[CH:40][CH:41]=[CH:42][C:37]5=[N:36][CH:35]=4)=[O:33])[CH:30]=3)[N:24]=2)[CH2:5]1, predict the reactants needed to synthesize it. The reactants are: [F:1][CH:2]1[CH2:5][CH:4]([C:6]([OH:8])=O)[CH2:3]1.C(N1C=CN=C1)(N1C=CN=C1)=O.O[N:22]=[C:23]([C:25]1[CH:26]=[CH:27][C:28]([CH3:43])=[C:29]([NH:31][C:32]([C:34]2[N:38]3[CH:39]=[CH:40][CH:41]=[CH:42][C:37]3=[N:36][CH:35]=2)=[O:33])[CH:30]=1)[NH2:24].